From a dataset of Ames mutagenicity test results for genotoxicity prediction. Regression/Classification. Given a drug SMILES string, predict its toxicity properties. Task type varies by dataset: regression for continuous values (e.g., LD50, hERG inhibition percentage) or binary classification for toxic/non-toxic outcomes (e.g., AMES mutagenicity, cardiotoxicity, hepatotoxicity). Dataset: ames. (1) The molecule is Cc1c2c(c3ccc4ccccc4c3c1C)CCC2=O. The result is 1 (mutagenic). (2) The molecule is Nc1ccc(-c2ccc(-c3ccc(N)cc3)cc2)cc1. The result is 1 (mutagenic). (3) The compound is COC(=O)C[C@@H]1[C@@]2(C)C(=O)C=C[C@@]3(C)C(=O)O[C@H](C32)[C@H]2OC3C[C@@H](c4ccoc4)C(C)=C3[C@]21C. The result is 0 (non-mutagenic). (4) The molecule is O=C1NC(=O)C(Cl)(Cl)C1=C(Cl)Cl. The result is 1 (mutagenic). (5) The molecule is O=[N+]([O-])c1c(Cl)cc2c(c1Cl)Oc1cc(Cl)c(Cl)cc1O2. The result is 0 (non-mutagenic). (6) The drug is COP(O)(=NC(C)=O)SC. The result is 0 (non-mutagenic). (7) The compound is [O-][n+]1cccc2cccc(O)c21. The result is 0 (non-mutagenic). (8) The compound is O=c1[nH][nH]c(=O)c2cc([N+](=O)[O-])ccc12. The result is 1 (mutagenic). (9) The compound is CCC/C=N\O. The result is 1 (mutagenic).